Dataset: Reaction yield outcomes from USPTO patents with 853,638 reactions. Task: Predict the reaction yield, written as a fraction of the theoretical maximum amount of product (1.0 means a 100% yield; for example, 0.34 means a 34% yield). (1) The reactants are [N:1]1[C:9]2[CH2:8][C@H:7]([CH2:10][OH:11])[CH2:6][C:5]=2[CH:4]=[CH:3][CH:2]=1.C(N(CC)CC)C.[CH3:19][S:20](Cl)(=[O:22])=[O:21]. The catalyst is ClCCl.O. The product is [N:1]1[C:9]2[CH2:8][CH:7]([CH2:10][O:11][S:20]([CH3:19])(=[O:22])=[O:21])[CH2:6][C:5]=2[CH:4]=[CH:3][CH:2]=1. The yield is 1.00. (2) The reactants are C(OC([N:8]1[CH2:13][CH2:12][N:11]([C:14]2[CH:19]=[CH:18][C:17]([C:20]3[NH:42][C:23]4=[N:24][CH:25]=[C:26]([Br:41])[C:27]([N:28]5[CH2:33][CH2:32][N:31]([CH2:34][C:35]6[N:36]=[C:37]([CH3:40])[S:38][CH:39]=6)[CH2:30][CH2:29]5)=[C:22]4[N:21]=3)=[CH:16][CH:15]=2)[CH2:10][CH2:9]1)=O)(C)(C)C.C(O)(C(F)(F)F)=O. The catalyst is C(Cl)Cl. The product is [Br:41][C:26]1[C:27]([N:28]2[CH2:29][CH2:30][N:31]([CH2:34][C:35]3[N:36]=[C:37]([CH3:40])[S:38][CH:39]=3)[CH2:32][CH2:33]2)=[C:22]2[N:21]=[C:20]([C:17]3[CH:18]=[CH:19][C:14]([N:11]4[CH2:10][CH2:9][NH:8][CH2:13][CH2:12]4)=[CH:15][CH:16]=3)[NH:42][C:23]2=[N:24][CH:25]=1. The yield is 0.860. (3) The catalyst is CO.O. The reactants are [CH:1]([CH:4]1[N:9]([C:10]2[N:15]=[C:14]([C:16]([F:19])([F:18])[F:17])[C:13]([C:20]([O:22]CC)=[O:21])=[CH:12][N:11]=2)[CH2:8][CH2:7][N:6]2[C:25]3[CH:31]=[C:30]([S:32]([CH3:35])(=[O:34])=[O:33])[CH:29]=[CH:28][C:26]=3[N:27]=[C:5]12)([CH3:3])[CH3:2].[OH-].[Na+].Cl. The yield is 1.00. The product is [CH:1]([CH:4]1[N:9]([C:10]2[N:15]=[C:14]([C:16]([F:19])([F:18])[F:17])[C:13]([C:20]([OH:22])=[O:21])=[CH:12][N:11]=2)[CH2:8][CH2:7][N:6]2[C:25]3[CH:31]=[C:30]([S:32]([CH3:35])(=[O:33])=[O:34])[CH:29]=[CH:28][C:26]=3[N:27]=[C:5]12)([CH3:3])[CH3:2]. (4) The reactants are [OH:1][C:2]1[C:7]2[C@@:8]3([OH:45])[C@@:21]([O:25][CH3:26])([C@H:22]([OH:24])[CH2:23][C:6]=2[CH:5]=[C:4]([CH3:46])[C:3]=1[C:47]([O:49][CH3:50])=[O:48])[C:20](=[O:27])[C:19]1[C:10](=[CH:11][C:12]2[C:13](=[O:43])[C:14]([NH:30][C@@H:31]4[C@H:36]([O:37][CH3:38])[C@H:35]([OH:39])[C@@H:34]([O:40][CH3:41])[C@H:33]([CH3:42])[O:32]4)=[CH:15][C:16](=O)[C:17]=2[C:18]=1[OH:28])[C:9]3=[O:44].[CH3:51][O:52][CH2:53][CH2:54][CH2:55][NH2:56]. The catalyst is CO. The product is [OH:1][C:2]1[C:7]2[C@@:8]3([OH:45])[C@@:21]([O:25][CH3:26])([C@H:22]([OH:24])[CH2:23][C:6]=2[CH:5]=[C:4]([CH3:46])[C:3]=1[C:47]([O:49][CH3:50])=[O:48])[C:20](=[O:27])[C:19]1[C:10](=[CH:11][C:12]2[C:13](=[O:43])[C:14]([NH:30][C@@H:31]4[C@H:36]([O:37][CH3:38])[C@H:35]([OH:39])[C@@H:34]([O:40][CH3:41])[C@H:33]([CH3:42])[O:32]4)=[CH:15]/[C:16](=[N:56]\[CH2:55][CH2:54][CH2:53][O:52][CH3:51])/[C:17]=2[C:18]=1[OH:28])[C:9]3=[O:44]. The yield is 0.483. (5) The product is [Cl:35][C:30]1[N:29]=[C:28]([NH:27][C:24]2[NH:25][N:26]=[C:22]([CH:19]3[CH2:21][CH2:20]3)[CH:23]=2)[N:33]=[C:32]([NH:17][C:14]2[CH:15]=[C:16]3[C:11]([C:10](=[O:18])[NH:9][NH:8]3)=[CH:12][CH:13]=2)[N:31]=1. The yield is 0.164. The reactants are C(OC([N:8]1[C:16]2[C:11](=[CH:12][CH:13]=[C:14]([NH2:17])[CH:15]=2)[C:10](=[O:18])[NH:9]1)=O)(C)(C)C.[CH:19]1([C:22]2[CH:23]=[C:24]([NH:27][C:28]3[N:33]=[C:32](Cl)[N:31]=[C:30]([Cl:35])[N:29]=3)[NH:25][N:26]=2)[CH2:21][CH2:20]1. The catalyst is C(O)CCC. (6) The reactants are [F:1][C:2]1[CH:3]=[C:4]([CH:7]=[C:8]([N+:11]([O-:13])=[O:12])[C:9]=1[OH:10])[CH:5]=O.[C:14]1([C:20](=O)[CH2:21][C:22]2[CH:27]=[CH:26][CH:25]=[CH:24][CH:23]=2)[CH:19]=[CH:18][CH:17]=[CH:16][CH:15]=1.[NH2:29][C:30]([NH2:32])=[O:31].Cl. The catalyst is C(O)C. The product is [F:1][C:2]1[CH:3]=[C:4]([CH:5]2[C:21]([C:22]3[CH:27]=[CH:26][CH:25]=[CH:24][CH:23]=3)=[C:20]([C:14]3[CH:19]=[CH:18][CH:17]=[CH:16][CH:15]=3)[NH:32][C:30](=[O:31])[NH:29]2)[CH:7]=[C:8]([N+:11]([O-:13])=[O:12])[C:9]=1[OH:10]. The yield is 0.414. (7) The reactants are [Cl:1][C:2]1[CH:7]=[CH:6][CH:5]=[CH:4][C:3]=1[C:8]([NH:17][CH:18]([CH:20]([CH3:22])[CH3:21])[CH3:19])=[C:9]([C:12](=O)[CH2:13][CH2:14][CH3:15])[C:10]#[N:11].Cl.[O:24]([NH2:26])[CH3:25]. The catalyst is C(O)C.S(=O)(=O)(O)O. The product is [Cl:1][C:2]1[CH:7]=[CH:6][CH:5]=[CH:4][C:3]=1[C:8]([NH:17][CH:18]([CH:20]([CH3:22])[CH3:21])[CH3:19])=[C:9]([C:12](=[N:26][O:24][CH3:25])[CH2:13][CH2:14][CH3:15])[C:10]#[N:11]. The yield is 0.490. (8) The reactants are [C:1]([C:4]1[CH:5]=[C:6]([CH:10]=[CH:11][CH:12]=1)[C:7]([OH:9])=O)(=[O:3])[CH3:2].[NH2:13][CH2:14][C:15]1[CH:16]=[C:17]([C:21]2[N:26]=[C:25]([CH2:27][N:28]3[CH2:33][CH2:32][N:31](C(OC(C)(C)C)=O)[C@@H:30]([CH3:41])[CH2:29]3)[CH:24]=[CH:23][CH:22]=2)[CH:18]=[CH:19][CH:20]=1.C(Cl)CCl.C1C=CC2N(O)N=NC=2C=1.C([O-])([O-])=O.[Na+].[Na+].C(O)(C(F)(F)F)=O. The catalyst is C(Cl)(Cl)Cl. The product is [C:1]([C:4]1[CH:5]=[C:6]([CH:10]=[CH:11][CH:12]=1)[C:7]([NH:13][CH2:14][C:15]1[CH:20]=[CH:19][CH:18]=[C:17]([C:21]2[CH:22]=[CH:23][CH:24]=[C:25]([CH2:27][N:28]3[CH2:33][CH2:32][NH:31][C@@H:30]([CH3:41])[CH2:29]3)[N:26]=2)[CH:16]=1)=[O:9])(=[O:3])[CH3:2]. The yield is 0.100. (9) The reactants are O1CCOCC1.[ClH:7].[NH:8]1[C:16]2[C:11](=[CH:12][C:13]([C:17]([NH:19][CH2:20][CH:21]3[CH2:26][CH2:25][N:24](C(OC(C)(C)C)=O)[CH2:23][CH2:22]3)=[O:18])=[CH:14][CH:15]=2)[CH:10]=[N:9]1.C1(C)C=CC=CC=1. The catalyst is O1CCOCC1.C(O)(=O)C. The product is [ClH:7].[NH:24]1[CH2:25][CH2:26][CH:21]([CH2:20][NH:19][C:17]([C:13]2[CH:12]=[C:11]3[C:16](=[CH:15][CH:14]=2)[NH:8][N:9]=[CH:10]3)=[O:18])[CH2:22][CH2:23]1. The yield is 1.00.